This data is from NCI-60 drug combinations with 297,098 pairs across 59 cell lines. The task is: Regression. Given two drug SMILES strings and cell line genomic features, predict the synergy score measuring deviation from expected non-interaction effect. (1) Drug 1: CN1CCC(CC1)COC2=C(C=C3C(=C2)N=CN=C3NC4=C(C=C(C=C4)Br)F)OC. Drug 2: CC1C(C(CC(O1)OC2CC(CC3=C2C(=C4C(=C3O)C(=O)C5=CC=CC=C5C4=O)O)(C(=O)C)O)N)O. Cell line: BT-549. Synergy scores: CSS=31.0, Synergy_ZIP=-0.0917, Synergy_Bliss=-4.04, Synergy_Loewe=-35.5, Synergy_HSA=-5.77. (2) Drug 1: CCCCCOC(=O)NC1=NC(=O)N(C=C1F)C2C(C(C(O2)C)O)O. Drug 2: CN(C(=O)NC(C=O)C(C(C(CO)O)O)O)N=O. Cell line: NCI-H522. Synergy scores: CSS=-3.73, Synergy_ZIP=-0.673, Synergy_Bliss=-4.18, Synergy_Loewe=-5.37, Synergy_HSA=-5.17.